Predict which catalyst facilitates the given reaction. From a dataset of Catalyst prediction with 721,799 reactions and 888 catalyst types from USPTO. Reactant: Br[C:2]1[CH:9]=[CH:8][C:5]([CH:6]=[O:7])=[CH:4][N:3]=1.[CH:10]#[C:11][CH2:12][CH2:13][CH2:14][CH2:15][CH2:16][CH2:17][CH2:18][CH2:19][CH2:20][CH3:21].C1(P(C2C=CC=CC=2)C2C=CC=CC=2)C=CC=CC=1.C(N(CC)CC)C. Product: [C:10]([C:2]1[CH:9]=[CH:8][C:5]([CH:6]=[O:7])=[CH:4][N:3]=1)#[C:11][CH2:12][CH2:13][CH2:14][CH2:15][CH2:16][CH2:17][CH2:18][CH2:19][CH2:20][CH3:21]. The catalyst class is: 540.